From a dataset of Forward reaction prediction with 1.9M reactions from USPTO patents (1976-2016). Predict the product of the given reaction. (1) Given the reactants Cl[C:2]1[C:11]([CH:12]=[O:13])=[CH:10][C:9]2[C:4](=[CH:5][C:6]([C:14]([F:17])([F:16])[F:15])=[CH:7][CH:8]=2)[N:3]=1.C(N(CC)CC)C.C(O)=O.O, predict the reaction product. The product is: [F:16][C:14]([F:15])([F:17])[C:6]1[CH:5]=[C:4]2[C:9]([CH:10]=[C:11]([CH:12]=[O:13])[CH:2]=[N:3]2)=[CH:8][CH:7]=1. (2) The product is: [Cl:1][C:2]1[CH:7]=[C:6]([C:8]([C:15]2[CH:14]=[C:13]([CH3:12])[C:18]3[NH:19][C:20](=[O:22])[O:21][C:17]=3[CH:16]=2)=[O:9])[CH:5]=[C:4]([Cl:11])[N:3]=1. Given the reactants [Cl:1][C:2]1[CH:7]=[C:6]([C:8](Cl)=[O:9])[CH:5]=[C:4]([Cl:11])[N:3]=1.[CH3:12][C:13]1[C:18]2[NH:19][C:20](=[O:22])[O:21][C:17]=2[CH:16]=[CH:15][CH:14]=1.[Cl-].[Cl-].[Cl-].[Al+3], predict the reaction product. (3) Given the reactants Cl[CH2:2][C:3]1[CH:8]=[CH:7][C:6]([OH:9])=[C:5]([N+:10]([O-:12])=[O:11])[CH:4]=1.[NH:13]1[C:21]2[C:16](=[CH:17][CH:18]=[CH:19][CH:20]=2)[CH:15]=[N:14]1.C(=O)([O-])[O-].[K+].[K+], predict the reaction product. The product is: [N:13]1[N:14]([CH2:2][C:3]2[CH:8]=[CH:7][C:6]([OH:9])=[C:5]([N+:10]([O-:12])=[O:11])[CH:4]=2)[CH:15]=[C:16]2[C:21]=1[CH:20]=[CH:19][CH:18]=[CH:17]2. (4) Given the reactants [CH:1]([O:4][C:5]1[CH:12]=[CH:11][C:8]([CH:9]=O)=[CH:7][N:6]=1)([CH3:3])[CH3:2].[CH3:13][O:14][C:15]1[CH:16]=[C:17]([CH:19]=[CH:20][CH:21]=1)[NH2:18], predict the reaction product. The product is: [CH:1]([O:4][C:5]1[N:6]=[CH:7][C:8]([CH:9]=[N:18][C:17]2[CH:19]=[CH:20][CH:21]=[C:15]([O:14][CH3:13])[CH:16]=2)=[CH:11][CH:12]=1)([CH3:3])[CH3:2]. (5) Given the reactants [CH:1]([N-]C(C)C)([CH3:3])[CH3:2].[Li+].[Cl:9][C:10]1[C:15]([F:16])=[CH:14][CH:13]=[CH:12][N:11]=1.C1C[O:20]CC1, predict the reaction product. The product is: [Cl:9][C:10]1[C:15]([F:16])=[C:14]([C:1]([OH:20])([CH3:3])[CH3:2])[CH:13]=[CH:12][N:11]=1. (6) Given the reactants [F:1][C:2]([F:25])([F:24])[C:3]1[CH:4]=[CH:5][C:6]2[C:10]([N:11]3[CH2:16][CH2:15][N:14]([CH2:17][C@@H:18]4[CH2:20][C@H:19]4[CH:21]=O)[CH2:13][CH2:12]3)=[CH:9][S:8][C:7]=2[CH:23]=1.[NH2:26][CH2:27][CH2:28][CH2:29][N:30]1[CH:34]=[CH:33][N:32]=[CH:31]1.[BH4-], predict the reaction product. The product is: [N:30]1([CH2:29][CH2:28][CH2:27][NH:26][CH2:21][C@@H:19]2[CH2:20][C@H:18]2[CH2:17][N:14]2[CH2:15][CH2:16][N:11]([C:10]3[C:6]4[CH:5]=[CH:4][C:3]([C:2]([F:25])([F:24])[F:1])=[CH:23][C:7]=4[S:8][CH:9]=3)[CH2:12][CH2:13]2)[CH:34]=[CH:33][N:32]=[CH:31]1.